This data is from Catalyst prediction with 721,799 reactions and 888 catalyst types from USPTO. The task is: Predict which catalyst facilitates the given reaction. Reactant: C(OC(=O)N[C@]1(C([NH:15][S:16]([O:19][C:20]2([CH3:23])[CH2:22][CH2:21]2)(=[O:18])=[O:17])=O)C[C@H]1C=C)(C)(C)C.[ClH:25].O1CCOCC1. Product: [ClH:25].[CH3:23][C:20]1([O:19][S:16](=[O:18])(=[O:17])[NH2:15])[CH2:22][CH2:21]1. The catalyst class is: 2.